This data is from Full USPTO retrosynthesis dataset with 1.9M reactions from patents (1976-2016). The task is: Predict the reactants needed to synthesize the given product. (1) Given the product [OH:16][CH2:15][CH:14]1[O:17][C:18](=[O:19])[N:12]([C:9]2[CH:8]=[CH:7][C:6]([O:5][CH3:4])=[CH:11][CH:10]=2)[CH2:13]1, predict the reactants needed to synthesize it. The reactants are: C[O-].[Na+].[CH3:4][O:5][C:6]1[CH:11]=[CH:10][C:9]([NH:12][CH2:13][CH:14]([OH:17])[CH2:15][OH:16])=[CH:8][CH:7]=1.[C:18](=O)(OCC)[O:19]CC. (2) Given the product [CH3:1][O:2][C:3]([C@H:4]1[NH:8][C:9](=[O:37])[C@H:10]([CH:11]([CH3:13])[CH3:12])[NH:14][C:15](=[O:36])[C@@H:16]([NH:28][C:29]([O:31][C:32]([CH3:34])([CH3:35])[CH3:33])=[O:30])[CH2:17][C:18]2=[CH:23][CH:22]=[C:21]([CH:20]=[CH:19]2)[O:24][CH2:25][CH:7]=[CH:6][CH2:5]1)=[O:38], predict the reactants needed to synthesize it. The reactants are: [CH3:1][O:2][C:3](=[O:38])[C@@H:4]([NH:8][C:9](=[O:37])[C@@H:10]([NH:14][C:15](=[O:36])[C@@H:16]([NH:28][C:29]([O:31][C:32]([CH3:35])([CH3:34])[CH3:33])=[O:30])[CH2:17][C:18]1[CH:23]=[CH:22][C:21]([O:24][CH2:25]C=C)=[CH:20][CH:19]=1)[CH:11]([CH3:13])[CH3:12])[CH2:5][CH:6]=[CH2:7].CCOC(C)=O. (3) Given the product [Br:33][C:6]1[C:7]([NH:13][C:14]2[CH:15]=[C:16]([CH:21]=[CH:22][C:23]=2[CH3:24])[C:17]([NH:19][CH3:20])=[O:18])=[N:8][C:9]([S:11][CH3:12])=[N:10][C:5]=1[N:4]([CH2:3][C:2]([CH3:27])([CH3:26])[CH3:1])[CH3:25], predict the reactants needed to synthesize it. The reactants are: [CH3:1][C:2]([CH3:27])([CH3:26])[CH2:3][N:4]([CH3:25])[C:5]1[N:10]=[C:9]([S:11][CH3:12])[N:8]=[C:7]([NH:13][C:14]2[CH:15]=[C:16]([CH:21]=[CH:22][C:23]=2[CH3:24])[C:17]([NH:19][CH3:20])=[O:18])[CH:6]=1.C(=O)(O)[O-].[Na+].[Br:33]Br.S([O-])([O-])(=O)=O.[Mg+2]. (4) Given the product [N+:12]([C:15]1[CH:20]=[CH:19][CH:18]=[CH:17][C:16]=1[S:21]([N:11]1[CH:6]2[CH2:7][C:8](=[O:10])[CH2:9][CH:2]1[CH2:3][O:4][CH2:5]2)(=[O:23])=[O:22])([O-:14])=[O:13], predict the reactants needed to synthesize it. The reactants are: Cl.[CH:2]12[NH:11][CH:6]([CH2:7][C:8](=[O:10])[CH2:9]1)[CH2:5][O:4][CH2:3]2.[N+:12]([C:15]1[CH:20]=[CH:19][CH:18]=[CH:17][C:16]=1[S:21](Cl)(=[O:23])=[O:22])([O-:14])=[O:13]. (5) Given the product [C:4]([C:6]1[O:7][C:8]([CH2:11][N:12]2[N:16]=[C:15]([NH:17][C:18]([C:20]3[N:21]=[C:22]([CH3:36])[O:23][C:24]=3[C:25]3[CH:30]=[CH:29][CH:28]=[C:27]([O:31][C:32]([F:34])([F:35])[F:33])[CH:26]=3)=[O:19])[CH:14]=[N:13]2)=[CH:9][N:10]=1)(=[O:3])[CH3:5], predict the reactants needed to synthesize it. The reactants are: N#N.[OH:3][CH:4]([C:6]1[O:7][C:8]([CH2:11][N:12]2[N:16]=[C:15]([NH:17][C:18]([C:20]3[N:21]=[C:22]([CH3:36])[O:23][C:24]=3[C:25]3[CH:30]=[CH:29][CH:28]=[C:27]([O:31][C:32]([F:35])([F:34])[F:33])[CH:26]=3)=[O:19])[CH:14]=[N:13]2)=[CH:9][N:10]=1)[CH3:5].